From a dataset of Catalyst prediction with 721,799 reactions and 888 catalyst types from USPTO. Predict which catalyst facilitates the given reaction. (1) Reactant: [CH:1]1([CH2:5][C:6](=[O:8])[CH3:7])[CH2:4][CH2:3][CH2:2]1.[Br:9]Br. Product: [Br:9][CH2:7][C:6](=[O:8])[CH2:5][CH:1]1[CH2:4][CH2:3][CH2:2]1. The catalyst class is: 5. (2) Reactant: [CH3:1][O:2][C:3]1[CH:4]=[C:5]([CH2:23][OH:24])[CH:6]=[CH:7][C:8]=1[O:9][CH2:10][C:11]1[N:12]([CH3:22])[CH:13]=[C:14]([C:16]2[CH:21]=[CH:20][CH:19]=[CH:18][CH:17]=2)[N:15]=1.O[C:26]1[C:30]([CH:31]=[O:32])=[CH:29][N:28]([C:33]2[CH:38]=[CH:37][CH:36]=[CH:35][CH:34]=2)[N:27]=1.C(P(CCCC)CCCC)CCC.N(C(N1CCCCC1)=O)=NC(N1CCCCC1)=O. Product: [CH3:1][O:2][C:3]1[CH:4]=[C:5]([CH:6]=[CH:7][C:8]=1[O:9][CH2:10][C:11]1[N:12]([CH3:22])[CH:13]=[C:14]([C:16]2[CH:17]=[CH:18][CH:19]=[CH:20][CH:21]=2)[N:15]=1)[CH2:23][O:24][C:26]1[C:30]([CH:31]=[O:32])=[CH:29][N:28]([C:33]2[CH:34]=[CH:35][CH:36]=[CH:37][CH:38]=2)[N:27]=1. The catalyst class is: 7. (3) Reactant: Br[C:2]1[CH:10]=[C:9]2[C:5]([CH2:6][N:7]3[C:13]([C:14]4[C:15]([C:20]5[CH:25]=[CH:24][CH:23]=[CH:22][CH:21]=5)=[N:16][O:17][C:18]=4[CH3:19])=[N:12][N:11]=[C:8]32)=[CH:4][CH:3]=1.[CH3:26][N:27](C=O)C. Product: [CH3:19][C:18]1[O:17][N:16]=[C:15]([C:20]2[CH:25]=[CH:24][CH:23]=[CH:22][CH:21]=2)[C:14]=1[C:13]1[N:7]2[CH2:6][C:5]3[C:9]([C:8]2=[N:11][N:12]=1)=[CH:10][C:2]([C:26]#[N:27])=[CH:3][CH:4]=3. The catalyst class is: 507.